From a dataset of Forward reaction prediction with 1.9M reactions from USPTO patents (1976-2016). Predict the product of the given reaction. (1) Given the reactants Br[C:2]1[CH:7]=[C:6]([N+:8]([O-])=O)[C:5]([OH:11])=[C:4]([F:12])[CH:3]=1, predict the reaction product. The product is: [NH2:8][C:6]1[CH:7]=[CH:2][CH:3]=[C:4]([F:12])[C:5]=1[OH:11]. (2) Given the reactants Cl.Cl.[N:3]1([C:9]2[CH:10]=[CH:11][C:12]3[O:16][C:15]([C:17]([O:19][CH2:20][CH3:21])=[O:18])=[CH:14][C:13]=3[CH:22]=2)[CH2:8][CH2:7][NH:6][CH2:5][CH2:4]1.[Cl:23][CH2:24][CH2:25][CH2:26][CH2:27][C:28]1[C:36]2[C:31](=[CH:32][CH:33]=[C:34]([C:37]#[N:38])[CH:35]=2)[NH:30][CH:29]=1.C(N(CC)CC)C, predict the reaction product. The product is: [ClH:23].[C:37]([C:34]1[CH:35]=[C:36]2[C:31](=[CH:32][CH:33]=1)[NH:30][CH:29]=[C:28]2[CH2:27][CH2:26][CH2:25][CH2:24][N:6]1[CH2:5][CH2:4][N:3]([C:9]2[CH:10]=[CH:11][C:12]3[O:16][C:15]([C:17]([O:19][CH2:20][CH3:21])=[O:18])=[CH:14][C:13]=3[CH:22]=2)[CH2:8][CH2:7]1)#[N:38]. (3) Given the reactants [OH-].[Na+].C1C=CC=CC=1.[Br:9][C:10]1[CH:17]=[CH:16][CH:15]=[CH:14][C:11]=1[CH2:12]Br.[CH:18](=[O:22])[CH:19]([CH3:21])[CH3:20], predict the reaction product. The product is: [Br:9][C:10]1[CH:17]=[CH:16][CH:15]=[CH:14][C:11]=1[CH2:12][C:19]([CH3:21])([CH3:20])[CH:18]=[O:22]. (4) Given the reactants FC(F)(F)S(O[C:7]1[CH:8]=[N:9][C:10]([C:13]([CH3:33])([C:17]2[CH:22]=[CH:21][C:20]([C:23]3[N:24]=[N:25][C:26]([C:29]([F:32])([F:31])[F:30])=[CH:27][CH:28]=3)=[CH:19][CH:18]=2)[CH:14]([CH3:16])[CH3:15])=[CH:11][CH:12]=1)(=O)=O.[B:36]1([B:36]2[O:40][C:39]([CH3:42])([CH3:41])[C:38]([CH3:44])([CH3:43])[O:37]2)[O:40][C:39]([CH3:42])([CH3:41])[C:38]([CH3:44])([CH3:43])[O:37]1.C([O-])(=O)C.[K+], predict the reaction product. The product is: [CH3:33][C:13]([C:17]1[CH:22]=[CH:21][C:20]([C:23]2[N:24]=[N:25][C:26]([C:29]([F:30])([F:31])[F:32])=[CH:27][CH:28]=2)=[CH:19][CH:18]=1)([C:10]1[CH:11]=[CH:12][C:7]([B:36]2[O:40][C:39]([CH3:42])([CH3:41])[C:38]([CH3:44])([CH3:43])[O:37]2)=[CH:8][N:9]=1)[CH:14]([CH3:15])[CH3:16].